Dataset: Peptide-MHC class II binding affinity with 134,281 pairs from IEDB. Task: Regression. Given a peptide amino acid sequence and an MHC pseudo amino acid sequence, predict their binding affinity value. This is MHC class II binding data. The peptide sequence is IYHKCDNACIGSIRN. The MHC is DRB1_0405 with pseudo-sequence DRB1_0405. The binding affinity (normalized) is 0.0707.